This data is from Catalyst prediction with 721,799 reactions and 888 catalyst types from USPTO. The task is: Predict which catalyst facilitates the given reaction. (1) Reactant: [F:1][C:2]([F:11])([F:10])[CH2:3][CH2:4][CH:5]([C:8]#[N:9])[C:6]#[N:7].C(=O)([O-])[O-].[K+].[K+].Cl[CH2:19][C:20]1[CH:21]=[N:22][CH:23]=[CH:24][CH:25]=1.O. Product: [N:22]1[CH:23]=[CH:24][CH:25]=[C:20]([CH2:19][C:5]([CH2:4][CH2:3][C:2]([F:10])([F:11])[F:1])([C:8]#[N:9])[C:6]#[N:7])[CH:21]=1. The catalyst class is: 9. (2) The catalyst class is: 608. Reactant: [CH3:1][C:2]1[CH:7]=[CH:6][C:5]([S:8]([O:11][CH2:12][CH:13]2[CH2:17][C:16]3[CH:18]=[CH:19][CH:20]=[C:21](Br)[C:15]=3[O:14]2)(=[O:10])=[O:9])=[CH:4][CH:3]=1.[CH3:23][C:24]1[CH:29]=[CH:28][CH:27]=[CH:26][C:25]=1B(O)O.C(=O)([O-])[O-].[K+].[K+]. Product: [CH3:1][C:2]1[CH:7]=[CH:6][C:5]([S:8]([O:11][CH2:12][CH:13]2[CH2:17][C:16]3[CH:18]=[CH:19][CH:20]=[C:21]([C:25]4[CH:26]=[CH:27][CH:28]=[CH:29][C:24]=4[CH3:23])[C:15]=3[O:14]2)(=[O:10])=[O:9])=[CH:4][CH:3]=1.